This data is from Human Reference Interactome with 51,813 positive PPI pairs across 8,248 proteins, plus equal number of experimentally-validated negative pairs. The task is: Binary Classification. Given two protein amino acid sequences, predict whether they physically interact or not. (1) Protein 1 (ENSG00000102383) has sequence MRRGWKMALSGGLRCCRRVLSWVPVLVIVLVVLWSYYAYVFELCLVTVLSPAEKVIYLILYHAIFVFFTWTYWKSIFTLPQQPNQKFHLSYTDKERYENEERPEVQKQMLVDMAKKLPVYTRTGSGAVRFCDRCHLIKPDRCHHCSVCAMCVLKMDHHCPWVNNCIGFSNYKFFLQFLAYSVLYCLYIATTVFSYFIKYWRGELPSVRSKFHVLFLLFVACMFFVSLVILFGYHCWLVSRNKTTLEAFCTPVFTSGPEKNGFNLGFIKNIQQVFGDKKKFWLIPIGSSPGDGHSFPMRSM.... Protein 2 (ENSG00000169964) has sequence MAERPGPPGGAVSATAYPDTPAEFPPHLQAGAMRRRFWGVFNCLCAGAFGALAAASAKLAFGSEVSMGLCVLGIIVMASTNSLMWTFFSRGLSFSMSSAIASVTVTFSNILSSAFLGYVLYGECQEVLWWGGVFLILCGLTLIHRKLPPTWKPLPHKQQ*. Result: 1 (the proteins interact). (2) Protein 1 (ENSG00000197385) has sequence MLREEAAQKRKEKEPGMALPQGHLTFRDVAIEFSLEEWKCLDPTQRALYRAMMLENYRNLHSVDISSKCMMKKFSSTAQGNTEVDTGTLERHESHHIGDFCFQKIGKDIHDFEFQWQEDKRNSHEATMTQIKKLTGSTDRYDRRHPGNKPIKDQLGLSFHSHLPELHIFQTKGKVGNQVEKSINDASSVLTSQRISSRPKIHISNNYENNFFHSSLLTLKQEVHIREKSFQCNESGKAFNCSSLLRKHQIIYLGGKQYKCDVCGKVFNQKRYLACHHRCHTGEKPYKCNECGKVFNQQSN.... Protein 2 (ENSG00000101751) has sequence VHDQVLPTPNASSRVIVHVDLDCFYAQVEMISNPELKDKPLGVQQKYLVVTCNYEARKLGVKKLMNVRDAKEKCPQLVLVNGEDLTRYREMSYKVTEMVEKRLQQLQSDELSAVTVSGHVYNNQSINLLDVLHIRLLVGSQIAAEMREAMYNQLGLTGCAGVASNKLLAKLVSGVFKPNQQTVLLPESCQHLIHSLNHIKEIPGIGYKTAKCLEALGINSVRDLQTFSPKILEKELGISVAQRIQKLSFGEDNSPVILSGPPQSFSEEDSFKKCSSEVEAKNKIEELLASLLNRVCQDGR.... Result: 0 (the proteins do not interact). (3) Result: 1 (the proteins interact). Protein 1 (ENSG00000119820) has sequence MQPPGPPPAYAPTNGDFTFVSSADAEDLSGSIASPDVKLNLGGDFIKESTATTFLRQRGYGWLLEVEDDDPEDNKPLLEELDIDLKDIYYKIRCVLMPMPSLGFNRQVVRDNPDFWGPLAVVLFFSMISLYGQFRVVSWIITIWIFGSLTIFLLARVLGGEVAYGQVLGVIGYSLLPLIVIAPVLLVVGSFEVVSTLIKLFGVFWAAYSAASLLVGEEFKTKKPLLIYPIFLLYIYFLSLYTGV*EDLSGSIASPDVKLNLGGDFIKESTATTFLRQRGYGWLLEVEDDDPEDNKPLLWS.... Protein 2 (ENSG00000267228) has sequence MAFTLYSLLQAALLCVNAIAVLHEERFLKNRNEGWQHAVH*MAFTLYSLLQAALLCVNAIAVLHEERFLKNIGWGTDQGIGGFGEEPGIKSQLMNLIRSVRTVMRVPLIIVNSIAIVLLLLFG*.